Dataset: Full USPTO retrosynthesis dataset with 1.9M reactions from patents (1976-2016). Task: Predict the reactants needed to synthesize the given product. (1) Given the product [CH:1]1([CH2:7][CH2:8][CH2:9][C:10]2[CH:11]=[C:12]([CH2:13][OH:14])[CH:17]=[CH:18][CH:19]=2)[CH2:2][CH2:3][CH2:4][CH2:5][CH2:6]1, predict the reactants needed to synthesize it. The reactants are: [CH:1]1([CH2:7][CH2:8][CH2:9][C:10]2[CH:11]=[C:12]([CH:17]=[CH:18][CH:19]=2)[C:13](OC)=[O:14])[CH2:6][CH2:5][CH2:4][CH2:3][CH2:2]1.CC(C[AlH]CC(C)C)C.[K+].C(C(C(C([O-])=O)O)O)([O-])=O.[Na+].CCOC(C)=O. (2) Given the product [CH:8]([N:11]1[C:15]([C:16]2[N:25]=[C:24]3[C:23]4[CH:26]=[CH:27][C:28]([CH:30]5[CH2:35][CH2:34][N:33]([CH2:37][CH2:36][S:38]([CH3:41])(=[O:40])=[O:39])[CH2:32][CH2:31]5)=[CH:29][C:22]=4[O:21][CH2:20][CH2:19][N:18]3[CH:17]=2)=[N:14][CH:13]=[N:12]1)([CH3:10])[CH3:9], predict the reactants needed to synthesize it. The reactants are: FC(F)(F)C(O)=O.[CH:8]([N:11]1[C:15]([C:16]2[N:25]=[C:24]3[N:18]([CH2:19][CH2:20][O:21][C:22]4[CH:29]=[C:28]([CH:30]5[CH2:35][CH2:34][NH:33][CH2:32][CH2:31]5)[CH:27]=[CH:26][C:23]=43)[CH:17]=2)=[N:14][CH:13]=[N:12]1)([CH3:10])[CH3:9].[CH:36]([S:38]([CH:41]=C)(=[O:40])=[O:39])=[CH2:37]. (3) Given the product [NH2:13][C:12]1[CH:11]=[C:10]2[C:5]([C:6](=[O:17])[NH:7][C:8](=[O:16])[NH:9]2)=[CH:4][C:3]=1[O:2][CH3:1], predict the reactants needed to synthesize it. The reactants are: [CH3:1][O:2][C:3]1[CH:4]=[C:5]2[C:10](=[CH:11][C:12]=1[N+:13]([O-])=O)[NH:9][C:8](=[O:16])[NH:7][C:6]2=[O:17].CO.C(O)(=O)C. (4) Given the product [CH3:22][O:23][C:24]1[CH:25]=[CH:26][C:27]([CH2:28][NH:29][C:30]2[CH:35]=[C:34]([N+:36]([O-:38])=[O:37])[CH:33]=[CH:32][N:31]=2)=[CH:40][CH:41]=1, predict the reactants needed to synthesize it. The reactants are: ClC1C=C(C2C=C3C(CCC(C(OC)=O)C3)=CC=2)C=CC=1.[CH3:22][O:23][C:24]1[CH:41]=[CH:40][C:27]([CH2:28][NH:29][C:30]2[N+:31]([O-])=[CH:32][CH:33]=[C:34]([N+:36]([O-:38])=[O:37])[CH:35]=2)=[CH:26][CH:25]=1.P(Cl)(Cl)Cl.